Dataset: Catalyst prediction with 721,799 reactions and 888 catalyst types from USPTO. Task: Predict which catalyst facilitates the given reaction. (1) Reactant: [CH2:1]([CH:5]([C:9](O)=O)[C:6]([OH:8])=[O:7])[CH2:2][CH2:3][CH3:4].C=O.N1CCCCC1. Product: [CH2:1]([C:5](=[CH2:9])[C:6]([OH:8])=[O:7])[CH2:2][CH2:3][CH3:4]. The catalyst class is: 8. (2) Reactant: [F:1][C:2]([F:12])([F:11])[C:3]1[CH:4]=[C:5]([NH2:10])[C:6]([NH2:9])=[CH:7][CH:8]=1.[C:13](N1C=CN=C1)(N1C=CN=C1)=[O:14]. Product: [F:1][C:2]([F:11])([F:12])[C:3]1[CH:8]=[CH:7][C:6]2[NH:9][C:13](=[O:14])[NH:10][C:5]=2[CH:4]=1. The catalyst class is: 49. (3) Reactant: CC1C=CC(S(O[CH2:12][CH2:13][C:14]2[O:15][C:16]3[C:22]([Cl:23])=[CH:21][C:20]([Br:24])=[CH:19][C:17]=3[CH:18]=2)(=O)=O)=CC=1.[CH3:25][O:26][CH:27]([O:30][CH3:31])[CH2:28][NH2:29].O. Product: [Br:24][C:20]1[CH:21]=[C:22]([Cl:23])[C:16]2[O:15][C:14]([CH2:13][CH2:12][NH:29][CH2:28][CH:27]([O:30][CH3:31])[O:26][CH3:25])=[CH:18][C:17]=2[CH:19]=1. The catalyst class is: 12. (4) Reactant: [H-].[Al+3].[Li+].[H-].[H-].[H-].[C:7]([C:11]1[CH:18]=[CH:17][C:14]([C:15]#[N:16])=[C:13]([O:19][CH3:20])[CH:12]=1)([CH3:10])([CH3:9])[CH3:8].[OH-].[Na+]. Product: [C:7]([C:11]1[CH:18]=[CH:17][C:14]([CH2:15][NH2:16])=[C:13]([O:19][CH3:20])[CH:12]=1)([CH3:10])([CH3:8])[CH3:9]. The catalyst class is: 28. (5) Product: [CH:13]1([C:2]2[CH2:3][C:4]3[C:9]([CH:10]=2)=[C:8]([CH3:11])[CH:7]=[CH:6][C:5]=3[CH3:12])[CH2:15][CH2:14]1. Reactant: Br[C:2]1[CH2:3][C:4]2[C:9]([CH:10]=1)=[C:8]([CH3:11])[CH:7]=[CH:6][C:5]=2[CH3:12].[CH:13]1([Mg]Br)[CH2:15][CH2:14]1.[NH4+].[Cl-]. The catalyst class is: 1.